Dataset: Full USPTO retrosynthesis dataset with 1.9M reactions from patents (1976-2016). Task: Predict the reactants needed to synthesize the given product. (1) Given the product [Cl:1][C:2]1[CH:3]=[CH:4][C:5]2[N:6]([C:16]([C:17](=[O:19])[CH3:18])=[CH:9][N:8]=2)[N:7]=1, predict the reactants needed to synthesize it. The reactants are: [Cl:1][C:2]1[N:7]=[N:6][C:5]([N:8]=[CH:9]N(C)C)=[CH:4][CH:3]=1.[Na+].[I-].Cl[CH2:16][C:17](=[O:19])[CH3:18]. (2) Given the product [NH2:24][C:2]1[N:7]=[CH:6][N:5]=[C:4]2[N:8]([CH:11]3[CH2:16][CH2:15][N:14]([C:17]([O:19][C:20]([CH3:23])([CH3:22])[CH3:21])=[O:18])[CH2:13][CH2:12]3)[N:9]=[CH:10][C:3]=12, predict the reactants needed to synthesize it. The reactants are: Cl[C:2]1[N:7]=[CH:6][N:5]=[C:4]2[N:8]([CH:11]3[CH2:16][CH2:15][N:14]([C:17]([O:19][C:20]([CH3:23])([CH3:22])[CH3:21])=[O:18])[CH2:13][CH2:12]3)[N:9]=[CH:10][C:3]=12.[NH3:24]. (3) Given the product [F:14][C:13]1[C:8]([N:4]2[CH:5]=[CH:6][C:2]([NH2:1])=[N:3]2)=[N:9][CH:10]=[CH:11][C:12]=1[I:15], predict the reactants needed to synthesize it. The reactants are: [NH2:1][C:2]1[CH:6]=[CH:5][NH:4][N:3]=1.F[C:8]1[C:13]([F:14])=[C:12]([I:15])[CH:11]=[CH:10][N:9]=1.C(=O)([O-])[O-].[K+].[K+].CS(C)=O. (4) The reactants are: [Ag:1].N[C@H:3]([C:11]([OH:13])=[O:12])CC1C=NC=CC=1.[CH2:14]([NH2:32])[CH2:15][CH2:16][CH2:17][CH2:18][CH2:19][CH2:20][CH2:21]/[CH:22]=[CH:23]\[CH2:24][CH2:25][CH2:26][CH2:27][CH2:28][CH2:29][CH2:30][CH3:31]. Given the product [C:11]([O-:13])(=[O:12])[CH3:3].[Ag+:1].[CH2:14]([NH2:32])[CH2:15][CH2:16][CH2:17][CH2:18][CH2:19][CH2:20][CH2:21]/[CH:22]=[CH:23]\[CH2:24][CH2:25][CH2:26][CH2:27][CH2:28][CH2:29][CH2:30][CH3:31], predict the reactants needed to synthesize it. (5) Given the product [ClH:64].[C:59]([NH:58][CH2:57][C@@H:55]1[O:54][C:53](=[O:62])[N:52]([C:49]2[CH:50]=[CH:51][C:46]([O:45][CH2:44][C:11]3([O:14][C:15](=[O:43])[CH:16]([NH:32][C:33]([O:35][CH2:36][C:37]4[CH:42]=[CH:41][CH:40]=[CH:39][CH:38]=4)=[O:34])[CH2:17][CH2:18][CH2:19][CH2:20][NH:21][C:22]([O:24][CH2:25][C:26]4[CH:27]=[CH:28][CH:29]=[CH:30][CH:31]=4)=[O:23])[CH2:10][CH2:9][NH:8][CH2:13][CH2:12]3)=[C:47]([F:63])[CH:48]=2)[CH2:56]1)(=[O:61])[CH3:60], predict the reactants needed to synthesize it. The reactants are: C(OC([N:8]1[CH2:13][CH2:12][C:11]([CH2:44][O:45][C:46]2[CH:51]=[CH:50][C:49]([N:52]3[CH2:56][C@H:55]([CH2:57][NH:58][C:59](=[O:61])[CH3:60])[O:54][C:53]3=[O:62])=[CH:48][C:47]=2[F:63])([O:14][C:15](=[O:43])[CH:16]([NH:32][C:33]([O:35][CH2:36][C:37]2[CH:42]=[CH:41][CH:40]=[CH:39][CH:38]=2)=[O:34])[CH2:17][CH2:18][CH2:19][CH2:20][NH:21][C:22]([O:24][CH2:25][C:26]2[CH:31]=[CH:30][CH:29]=[CH:28][CH:27]=2)=[O:23])[CH2:10][CH2:9]1)=O)(C)(C)C.[ClH:64].